From a dataset of Full USPTO retrosynthesis dataset with 1.9M reactions from patents (1976-2016). Predict the reactants needed to synthesize the given product. Given the product [C:19]1([S:1][C:2]2[O:3][C:4]3[CH:10]=[CH:9][CH:8]=[CH:7][C:5]=3[N:6]=2)[CH:24]=[CH:23][CH:22]=[CH:21][CH:20]=1, predict the reactants needed to synthesize it. The reactants are: [SH:1][C:2]1[O:3][C:4]2[CH:10]=[CH:9][CH:8]=[CH:7][C:5]=2[N:6]=1.C1C(=O)N(Cl)C(=O)C1.[C:19]1([Zn]Br)[CH:24]=[CH:23][CH:22]=[CH:21][CH:20]=1.